From a dataset of Acute oral toxicity (LD50) regression data from Zhu et al.. Regression/Classification. Given a drug SMILES string, predict its toxicity properties. Task type varies by dataset: regression for continuous values (e.g., LD50, hERG inhibition percentage) or binary classification for toxic/non-toxic outcomes (e.g., AMES mutagenicity, cardiotoxicity, hepatotoxicity). Dataset: ld50_zhu. The drug is CCCc1cc(C(N)=S)ccn1. The rat oral LD50 is 1.97, given as -log10 of the dose in mol/kg body weight (higher means more acutely toxic).